This data is from Forward reaction prediction with 1.9M reactions from USPTO patents (1976-2016). The task is: Predict the product of the given reaction. (1) Given the reactants [Si:1]([O:8][CH2:9][C:10]1[CH:11]=[C:12]([CH:16]([C:18]2[C:19]([Cl:24])=[N:20][CH:21]=[N:22][CH:23]=2)[OH:17])[S:13][C:14]=1[Cl:15])([C:4]([CH3:7])([CH3:6])[CH3:5])([CH3:3])[CH3:2], predict the reaction product. The product is: [Si:1]([O:8][CH2:9][C:10]1[CH:11]=[C:12]([C:16]([C:18]2[C:19]([Cl:24])=[N:20][CH:21]=[N:22][CH:23]=2)=[O:17])[S:13][C:14]=1[Cl:15])([C:4]([CH3:7])([CH3:5])[CH3:6])([CH3:3])[CH3:2]. (2) Given the reactants [C:1]([NH:4][C:5]1[CH:12]=[CH:11][C:8]([CH:9]=O)=[CH:7][C:6]=1[F:13])(=[O:3])[CH3:2].[NH2:14][NH:15][C:16]([NH2:18])=[S:17], predict the reaction product. The product is: [C:1]([NH:4][C:5]1[CH:12]=[CH:11][C:8]([CH:9]=[N:14][NH:15][C:16]([NH2:18])=[S:17])=[CH:7][C:6]=1[F:13])(=[O:3])[CH3:2]. (3) Given the reactants [CH3:1][O:2][CH2:3][C@H:4]([CH3:22])[O:5][C:6]1[CH:7]=[C:8]([OH:21])[CH:9]=[C:10](B2OC(C)(C)C(C)(C)O2)[CH:11]=1.Br[C:24]1[N:25]([C:34]([O:36][C:37]([CH3:40])([CH3:39])[CH3:38])=[O:35])[C:26]([C:29]2[S:30][CH:31]=[CH:32][N:33]=2)=[CH:27][CH:28]=1.C(=O)([O-])[O-].[K+].[K+], predict the reaction product. The product is: [OH:21][C:8]1[CH:9]=[C:10]([C:24]2[N:25]([C:34]([O:36][C:37]([CH3:40])([CH3:39])[CH3:38])=[O:35])[C:26]([C:29]3[S:30][CH:31]=[CH:32][N:33]=3)=[CH:27][CH:28]=2)[CH:11]=[C:6]([O:5][C@@H:4]([CH3:22])[CH2:3][O:2][CH3:1])[CH:7]=1.